Dataset: NCI-60 drug combinations with 297,098 pairs across 59 cell lines. Task: Regression. Given two drug SMILES strings and cell line genomic features, predict the synergy score measuring deviation from expected non-interaction effect. (1) Drug 1: C1CN1C2=NC(=NC(=N2)N3CC3)N4CC4. Drug 2: CN(CC1=CN=C2C(=N1)C(=NC(=N2)N)N)C3=CC=C(C=C3)C(=O)NC(CCC(=O)O)C(=O)O. Cell line: PC-3. Synergy scores: CSS=63.4, Synergy_ZIP=1.73, Synergy_Bliss=-1.70, Synergy_Loewe=-8.68, Synergy_HSA=-1.06. (2) Drug 1: C1CCN(CC1)CCOC2=CC=C(C=C2)C(=O)C3=C(SC4=C3C=CC(=C4)O)C5=CC=C(C=C5)O. Drug 2: CC1CCC2CC(C(=CC=CC=CC(CC(C(=O)C(C(C(=CC(C(=O)CC(OC(=O)C3CCCCN3C(=O)C(=O)C1(O2)O)C(C)CC4CCC(C(C4)OC)O)C)C)O)OC)C)C)C)OC. Cell line: CCRF-CEM. Synergy scores: CSS=27.4, Synergy_ZIP=2.19, Synergy_Bliss=0.0575, Synergy_Loewe=-20.6, Synergy_HSA=-3.19.